From a dataset of Reaction yield outcomes from USPTO patents with 853,638 reactions. Predict the reaction yield, written as a fraction of the theoretical maximum amount of product (1.0 means a 100% yield; for example, 0.34 means a 34% yield). (1) The reactants are Cl.[C:2](Cl)(=[O:9])[C:3]1[CH:8]=[CH:7][N:6]=[CH:5][CH:4]=1.C(N(CC)CC)C.ClCCl.[CH3:21][C:22]1[CH:23]=[CH:24][C:25]([N:29]2[CH2:34][CH2:33][CH2:32][CH2:31][CH2:30]2)=[C:26]([CH:28]=1)[NH2:27]. The catalyst is CN(C)C1C=CN=CC=1.O. The product is [CH3:21][C:22]1[CH:23]=[CH:24][C:25]([N:29]2[CH2:34][CH2:33][CH2:32][CH2:31][CH2:30]2)=[C:26]([NH:27][C:2](=[O:9])[C:3]2[CH:8]=[CH:7][N:6]=[CH:5][CH:4]=2)[CH:28]=1. The yield is 0.288. (2) The reactants are [O:1]=[C:2]1[CH2:9][CH2:8][CH2:7][N:6]([C:10]([O:12][CH2:13][C:14]2[CH:19]=[CH:18][CH:17]=[CH:16][CH:15]=2)=[O:11])[CH2:5][CH2:4][CH2:3]1.B(F)(F)F.[CH3:24]COCC.[N+](=CC(OCC)=O)=[N-].C(=O)([O-])[O-].[K+].[K+]. The catalyst is CCOCC.O1CCCC1.O.CN(C)C=O. The product is [O:1]=[C:2]1[CH2:24][CH2:3][CH2:4][CH2:5][N:6]([C:10]([O:12][CH2:13][C:14]2[CH:15]=[CH:16][CH:17]=[CH:18][CH:19]=2)=[O:11])[CH2:7][CH2:8][CH2:9]1. The yield is 0.200. (3) The reactants are Cl.[NH2:2][C@H:3]1[CH2:6][C@H:5]([N:7]2[C:11]3=[N:12][CH:13]=[CH:14][N:15]=[C:10]3[N:9]([CH:16]3[CH2:18][CH2:17]3)[C:8]2=[O:19])[CH2:4]1.Cl[C:21]1[O:22][C:23]2[CH:29]=[CH:28][CH:27]=[CH:26][C:24]=2[N:25]=1.C(NC(C)C)(C)C. The catalyst is CS(C)=O. The product is [O:22]1[C:23]2[CH:29]=[CH:28][CH:27]=[CH:26][C:24]=2[N:25]=[C:21]1[NH:2][C@H:3]1[CH2:6][C@H:5]([N:7]2[C:11]3=[N:12][CH:13]=[CH:14][N:15]=[C:10]3[N:9]([CH:16]3[CH2:17][CH2:18]3)[C:8]2=[O:19])[CH2:4]1. The yield is 0.424. (4) The reactants are [NH2:1][C@@H:2]([CH2:33][C:34]1[CH:39]=[CH:38][CH:37]=[CH:36][CH:35]=1)[C@@H:3]([OH:32])[CH2:4][C@@H:5]([NH:19][C:20]([C@@H:22]([NH:27][C:28](=[O:31])[O:29][CH3:30])[C:23]([CH3:26])([CH3:25])[CH3:24])=[O:21])[CH2:6][C:7]1[CH:12]=[CH:11][C:10]([C:13]2[CH:18]=[CH:17][CH:16]=[CH:15][N:14]=2)=[CH:9][CH:8]=1.[CH3:40][O:41][C:42]1[CH:62]=[CH:61][CH:60]=[CH:59][C:43]=1[CH2:44][N:45]1[CH2:49][CH2:48][N:47]([C@@H:50]([C:54]([CH3:57])([CH3:56])[CH3:55])[C:51](O)=[O:52])[C:46]1=[O:58].CCOP(ON1N=NC2C=CC=CC=2C1=O)(OCC)=O.C(N(CC)C(C)C)(C)C. The catalyst is C1COCC1. The product is [OH:32][C@H:3]([C@@H:2]([NH:1][C:51](=[O:52])[C@@H:50]([N:47]1[CH2:48][CH2:49][N:45]([CH2:44][C:43]2[CH:59]=[CH:60][CH:61]=[CH:62][C:42]=2[O:41][CH3:40])[C:46]1=[O:58])[C:54]([CH3:57])([CH3:56])[CH3:55])[CH2:33][C:34]1[CH:35]=[CH:36][CH:37]=[CH:38][CH:39]=1)[CH2:4][C@@H:5]([NH:19][C:20]([C@@H:22]([NH:27][C:28](=[O:31])[O:29][CH3:30])[C:23]([CH3:26])([CH3:25])[CH3:24])=[O:21])[CH2:6][C:7]1[CH:12]=[CH:11][C:10]([C:13]2[CH:18]=[CH:17][CH:16]=[CH:15][N:14]=2)=[CH:9][CH:8]=1. The yield is 0.590. (5) The reactants are [CH2:1]([C:3]1[C:11]2[C:6](=[CH:7][CH:8]=[CH:9][CH:10]=2)[NH:5][C:4]=1[C:12]([NH:14][CH3:15])=O)[CH3:2].[H-].[Al+3].[Li+].[H-].[H-].[H-]. The catalyst is O1CCOCC1. The product is [CH2:1]([C:3]1[C:11]2[C:6](=[CH:7][CH:8]=[CH:9][CH:10]=2)[NH:5][C:4]=1[CH2:12][NH:14][CH3:15])[CH3:2]. The yield is 0.610.